Dataset: Catalyst prediction with 721,799 reactions and 888 catalyst types from USPTO. Task: Predict which catalyst facilitates the given reaction. Reactant: [CH:1]([C:3]1[CH:4]=[CH:5][C:6]([N:10]2[CH2:16][CH2:15][CH2:14][N:13]([C:17]([O:19][C:20]([CH3:23])([CH3:22])[CH3:21])=[O:18])[CH2:12][CH2:11]2)=[N:7][C:8]=1[OH:9])=O.N1CCCCC1.C(O)(=O)C.[CH3:34][C:35]1[N:36]=[C:37]([CH3:50])[C:38]2[N:39]([CH:41]=[C:42]([CH2:44][C:45](OCC)=[O:46])[N:43]=2)[CH:40]=1. Product: [CH3:34][C:35]1[N:36]=[C:37]([CH3:50])[C:38]2[N:39]([CH:41]=[C:42]([C:44]3[C:45](=[O:46])[O:9][C:8]4=[N:7][C:6]([N:10]5[CH2:16][CH2:15][CH2:14][N:13]([C:17]([O:19][C:20]([CH3:23])([CH3:22])[CH3:21])=[O:18])[CH2:12][CH2:11]5)=[CH:5][CH:4]=[C:3]4[CH:1]=3)[N:43]=2)[CH:40]=1. The catalyst class is: 14.